The task is: Predict the reactants needed to synthesize the given product.. This data is from Full USPTO retrosynthesis dataset with 1.9M reactions from patents (1976-2016). (1) Given the product [O:44]1[C:40]2[CH:39]=[CH:38][C:37]([C:2]3[CH:7]=[CH:6][C:5]([C:8]4[N:17]([CH2:18][C@@H:19]5[CH2:23][CH2:22][N:21]([C:24]([CH:26]6[CH2:27][CH2:28]6)=[O:25])[CH2:20]5)[C:11]5=[N:12][CH:13]=[C:14]([Cl:16])[CH:15]=[C:10]5[N:9]=4)=[CH:4][CH:3]=3)=[CH:45][C:41]=2[CH:42]=[CH:43]1, predict the reactants needed to synthesize it. The reactants are: Br[C:2]1[CH:7]=[CH:6][C:5]([C:8]2[N:17]([CH2:18][C@@H:19]3[CH2:23][CH2:22][N:21]([C:24]([CH:26]4[CH2:28][CH2:27]4)=[O:25])[CH2:20]3)[C:11]3=[N:12][CH:13]=[C:14]([Cl:16])[CH:15]=[C:10]3[N:9]=2)=[CH:4][CH:3]=1.CC1(C)C(C)(C)OB([C:37]2[CH:38]=[CH:39][C:40]3[O:44][CH:43]=[CH:42][C:41]=3[CH:45]=2)O1. (2) The reactants are: [CH2:1]([NH2:3])[CH3:2].C(N(CC)CC)C.[F:11][C:12]1[CH:20]=[CH:19][C:15]([C:16](Cl)=[O:17])=[CH:14][CH:13]=1. Given the product [CH2:1]([NH:3][C:16](=[O:17])[C:15]1[CH:19]=[CH:20][C:12]([F:11])=[CH:13][CH:14]=1)[CH3:2], predict the reactants needed to synthesize it. (3) Given the product [F:1][C:2]1[C:10]([O:11][C:12]2[C:21]3[C:16](=[CH:17][C:18]([O:24][CH2:25][C:26]4([C:29]([OH:31])=[O:30])[CH2:28][CH2:27]4)=[C:19]([O:22][CH3:23])[CH:20]=3)[N:15]=[CH:14][CH:13]=2)=[CH:9][CH:8]=[C:7]2[C:3]=1[CH:4]=[C:5]([CH3:33])[NH:6]2, predict the reactants needed to synthesize it. The reactants are: [F:1][C:2]1[C:10]([O:11][C:12]2[C:21]3[C:16](=[CH:17][C:18]([O:24][CH2:25][C:26]4([C:29]([O:31]C)=[O:30])[CH2:28][CH2:27]4)=[C:19]([O:22][CH3:23])[CH:20]=3)[N:15]=[CH:14][CH:13]=2)=[CH:9][CH:8]=[C:7]2[C:3]=1[CH:4]=[C:5]([CH3:33])[NH:6]2.[OH-].[Na+]. (4) Given the product [Cl:13][C:14]1[N:15]=[C:16]([CH3:25])[C:17]([C:18](=[O:19])[S:3][CH2:2][CH3:1])=[CH:21][C:22]=1[C:23]#[N:24], predict the reactants needed to synthesize it. The reactants are: [CH3:1][CH2:2][SH:3].CCN(C(C)C)C(C)C.[Cl:13][C:14]1[C:22]([C:23]#[N:24])=[CH:21][C:17]([C:18](Cl)=[O:19])=[C:16]([CH3:25])[N:15]=1. (5) Given the product [CH:1]([O:4][C:5]1[C:6]([O:13][CH3:14])=[CH:7][C:8]([CH:9]=[O:10])=[C:11]([N+:17]([O-:19])=[O:18])[CH:12]=1)([CH3:3])[CH3:2], predict the reactants needed to synthesize it. The reactants are: [CH:1]([O:4][C:5]1[CH:12]=[CH:11][C:8]([CH:9]=[O:10])=[CH:7][C:6]=1[O:13][CH3:14])([CH3:3])[CH3:2].[OH-].[Na+].[N+:17]([O-])([OH:19])=[O:18]. (6) Given the product [F:1][C:2]1[CH:7]=[CH:6][C:5]([C:8]2[C:9](=[O:33])[N:10]3[CH2:25][CH:24]([OH:26])[CH2:23][N:11]3[C:12]=2[C:13]2[CH:18]=[CH:17][N:16]=[C:15]([O:40][C:34]3[CH:39]=[CH:38][CH:37]=[CH:36][CH:35]=3)[N:14]=2)=[CH:4][CH:3]=1, predict the reactants needed to synthesize it. The reactants are: [F:1][C:2]1[CH:7]=[CH:6][C:5]([C:8]2[C:9](=[O:33])[N:10]3[CH2:25][CH:24]([O:26]C(=O)C(C)(C)C)[CH2:23][N:11]3[C:12]=2[C:13]2[CH:18]=[CH:17][N:16]=[C:15](S(C)(=O)=O)[N:14]=2)=[CH:4][CH:3]=1.[C:34]1([O-:40])[CH:39]=[CH:38][CH:37]=[CH:36][CH:35]=1.[Na+]. (7) Given the product [C:25]1([C:62]2[CH:63]=[CH:64][CH:65]=[CH:66][CH:67]=2)[CH:26]=[CH:27][C:28]([CH2:31][N:32]2[C:36]3[CH:37]=[C:38]([F:49])[C:39]([C:42]4[CH:43]=[CH:44][C:45]([C:13]5[CH:12]=[CH:11][C:10]([C:8]([N:5]6[CH2:4][CH2:3][CH:2]([OH:1])[CH2:7][CH2:6]6)=[O:9])=[CH:15][CH:14]=5)=[CH:46][CH:47]=4)=[C:40]([F:41])[C:35]=3[N:34]=[C:33]2[O:50][CH:51]2[CH2:52][CH2:53][CH:54]([C:57]([O:59][CH2:60][CH3:61])=[O:58])[CH2:55][CH2:56]2)=[CH:29][CH:30]=1, predict the reactants needed to synthesize it. The reactants are: [OH:1][CH:2]1[CH2:7][CH2:6][N:5]([C:8]([C:10]2[CH:15]=[CH:14][C:13](B3OC(C)(C)C(C)(C)O3)=[CH:12][CH:11]=2)=[O:9])[CH2:4][CH2:3]1.[C:25]1([C:62]2[CH:67]=[CH:66][CH:65]=[CH:64][CH:63]=2)[CH:30]=[CH:29][C:28]([CH2:31][N:32]2[C:36]3[CH:37]=[C:38]([F:49])[C:39]([C:42]4[CH:47]=[CH:46][C:45](Br)=[CH:44][CH:43]=4)=[C:40]([F:41])[C:35]=3[N:34]=[C:33]2[O:50][CH:51]2[CH2:56][CH2:55][CH:54]([C:57]([O:59][CH2:60][CH3:61])=[O:58])[CH2:53][CH2:52]2)=[CH:27][CH:26]=1.C([O-])([O-])=O.[K+].[K+]. (8) The reactants are: [H-].[H-].[H-].[H-].[Li+].[Al+3].C1COCC1.[C:12]1([C@@H:18]2[NH:23][C:22](=O)[CH2:21][O:20][CH2:19]2)[CH:17]=[CH:16][CH:15]=[CH:14][CH:13]=1. Given the product [C:12]1([C@H:18]2[CH2:19][O:20][CH2:21][CH2:22][NH:23]2)[CH:13]=[CH:14][CH:15]=[CH:16][CH:17]=1, predict the reactants needed to synthesize it. (9) Given the product [F:14][C:11]1([F:13])[CH2:10][C:9]([NH:8][C:6](=[O:7])[O:5][C:1]([CH3:2])([CH3:3])[CH3:4])([C:15]2[O:17][N:31]=[C:32]([C:34]3[CH:35]=[CH:36][C:37]([CH3:52])=[C:38]([NH:40][C:41]([C:43]4[N:47]5[CH:48]=[CH:49][CH:50]=[CH:51][C:46]5=[N:45][CH:44]=4)=[O:42])[CH:39]=3)[N:33]=2)[CH2:12]1, predict the reactants needed to synthesize it. The reactants are: [C:1]([O:5][C:6]([NH:8][C:9]1([C:15]([OH:17])=O)[CH2:12][C:11]([F:14])([F:13])[CH2:10]1)=[O:7])([CH3:4])([CH3:3])[CH3:2].C(N1C=CN=C1)(N1C=CN=C1)=O.O[N:31]=[C:32]([C:34]1[CH:35]=[CH:36][C:37]([CH3:52])=[C:38]([NH:40][C:41]([C:43]2[N:47]3[CH:48]=[CH:49][CH:50]=[CH:51][C:46]3=[N:45][CH:44]=2)=[O:42])[CH:39]=1)[NH2:33].